Task: Predict the reaction yield, written as a fraction of the theoretical maximum amount of product (1.0 means a 100% yield; for example, 0.34 means a 34% yield).. Dataset: Reaction yield outcomes from USPTO patents with 853,638 reactions (1) The reactants are [C:1](OC(=O)C)(=[O:3])[CH3:2].[CH:8]1([CH2:14][O:15][C:16]2[CH:17]=[C:18]([CH:32]=[CH:33][CH:34]=2)[C:19]([NH:21][C:22]2[CH:27]=[CH:26][CH:25]=[CH:24][C:23]=2[S:28](=[O:31])(=[O:30])[NH2:29])=[O:20])[CH2:13][CH2:12][CH2:11][CH2:10][CH2:9]1. The catalyst is CN(C)C1C=CN=CC=1.O1CCCC1. The product is [CH:8]1([CH2:14][O:15][C:16]2[CH:17]=[C:18]([CH:32]=[CH:33][CH:34]=2)[C:19]([NH:21][C:22]2[CH:27]=[CH:26][CH:25]=[CH:24][C:23]=2[S:28]([NH:29][C:1](=[O:3])[CH3:2])(=[O:31])=[O:30])=[O:20])[CH2:13][CH2:12][CH2:11][CH2:10][CH2:9]1. The yield is 0.969. (2) The reactants are [CH:1]1([C:4]2[CH:9]=[CH:8][C:7]([CH2:10][C:11]([OH:13])=O)=[CH:6][CH:5]=2)[CH2:3][CH2:2]1.[CH2:14]([C@@H:21]1[CH2:25][O:24][C:23](=[O:26])[NH:22]1)[C:15]1[CH:20]=[CH:19][CH:18]=[CH:17][CH:16]=1.C(N(CC)CC)C.C(Cl)(=O)C(C)(C)C. The catalyst is C1(C)C=CC=CC=1. The product is [CH2:14]([C@@H:21]1[CH2:25][O:24][C:23](=[O:26])[N:22]1[C:11](=[O:13])[CH2:10][C:7]1[CH:6]=[CH:5][C:4]([CH:1]2[CH2:2][CH2:3]2)=[CH:9][CH:8]=1)[C:15]1[CH:16]=[CH:17][CH:18]=[CH:19][CH:20]=1. The yield is 0.640. (3) The reactants are [Br:1][C:2]1[CH:3]=[N:4][C:5]([C:8]([OH:10])=[O:9])=[N:6][CH:7]=1.[C:11](Cl)(=O)C. The catalyst is CO. The product is [Br:1][C:2]1[CH:3]=[N:4][C:5]([C:8]([O:10][CH3:11])=[O:9])=[N:6][CH:7]=1. The yield is 0.670. (4) The reactants are [CH2:1]([C:5]1[CH:6]=[CH:7][C:8]2[O:12][CH2:11][C:10]([CH3:14])([CH3:13])[C:9]=2[CH:15]=1)[CH:2]([CH3:4])[CH3:3].[Br-:16].[Br-].[Br-].[NH+]1C=CC=CC=1.[NH+]1C=CC=CC=1.[NH+]1C=CC=CC=1. The catalyst is ClCCl. The product is [Br:16][C:7]1[C:8]2[O:12][CH2:11][C:10]([CH3:13])([CH3:14])[C:9]=2[CH:15]=[C:5]([CH2:1][CH:2]([CH3:4])[CH3:3])[CH:6]=1. The yield is 0.680. (5) The reactants are [CH2:1]([N:8]1[C:14](=[O:15])[CH:13]([CH2:16][C:17]([OH:19])=[O:18])[CH2:12][C:11]2[CH:20]=[CH:21][C:22]([O:24][CH2:25][CH2:26][CH2:27][N:28]([C:36]3[CH:41]=[CH:40][CH:39]=[CH:38][N:37]=3)C(OC(C)(C)C)=O)=[CH:23][C:10]=2[CH2:9]1)[C:2]1[CH:7]=[CH:6][CH:5]=[CH:4][CH:3]=1.O=C1C(CC(O)=O)CC2C=CC(OCCCN(C3C=CC=CN=3)C(OC(C)(C)C)=O)=CC=2CN1CC1C=CC(C(F)(F)F)=CC=1.C(C(O)=O)(F)(F)F. The catalyst is O. The product is [CH2:1]([N:8]1[C:14](=[O:15])[CH:13]([CH2:16][C:17]([OH:19])=[O:18])[CH2:12][C:11]2[CH:20]=[CH:21][C:22]([O:24][CH2:25][CH2:26][CH2:27][NH:28][C:36]3[CH:41]=[CH:40][CH:39]=[CH:38][N:37]=3)=[CH:23][C:10]=2[CH2:9]1)[C:2]1[CH:7]=[CH:6][CH:5]=[CH:4][CH:3]=1. The yield is 0.400. (6) The reactants are C([N:8]1[CH2:13][CH2:12][CH:11]([C:14]2[CH:19]=[CH:18][C:17]([C:20]3[N:25]=[C:24]([C:26]4[CH:30]=[C:29]([CH3:31])[NH:28][C:27]=4[CH3:32])[CH:23]=[CH:22][CH:21]=3)=[CH:16][CH:15]=2)[CH2:10][CH2:9]1)C1C=CC=CC=1.C([O-])=O.[NH4+]. The catalyst is [Pd].C(O)C. The product is [CH3:32][C:27]1[NH:28][C:29]([CH3:31])=[CH:30][C:26]=1[C:24]1[CH:23]=[CH:22][CH:21]=[C:20]([C:17]2[CH:18]=[CH:19][C:14]([CH:11]3[CH2:12][CH2:13][NH:8][CH2:9][CH2:10]3)=[CH:15][CH:16]=2)[N:25]=1. The yield is 0.770. (7) The reactants are [I-:1].[CH3:2][N:3]1[CH:7]=[CH:6][CH:5]=[C:4]1[CH2:8][N+](C)(C)C.[C:13]1([P:19]([C:26]2[CH:31]=[CH:30][CH:29]=[CH:28][CH:27]=2)[C:20]2[CH:25]=[CH:24][CH:23]=[CH:22][CH:21]=2)[CH:18]=[CH:17][CH:16]=[CH:15][CH:14]=1. The catalyst is C(#N)C. The product is [I-:1].[CH3:2][N:3]1[CH:7]=[CH:6][CH:5]=[C:4]1[CH2:8][P+:19]([C:20]1[CH:21]=[CH:22][CH:23]=[CH:24][CH:25]=1)([C:26]1[CH:31]=[CH:30][CH:29]=[CH:28][CH:27]=1)[C:13]1[CH:14]=[CH:15][CH:16]=[CH:17][CH:18]=1. The yield is 0.810. (8) The reactants are [CH3:1][S:2]([C:5]1[CH:10]=[CH:9][C:8]([C@H:11]([CH2:15][C:16]2[CH:21]=[CH:20][CH:19]=[CH:18][C:17]=2[CH3:22])[C:12]([OH:14])=O)=[CH:7][CH:6]=1)(=[O:4])=[O:3].[NH2:23][C:24]1[O:25][C:26]2[CH:32]=[CH:31][CH:30]=[CH:29][C:27]=2[N:28]=1.CCN=C=NCCCN(C)C.Cl. The catalyst is C(Cl)Cl.CN(C1C=CN=CC=1)C. The product is [O:25]1[C:26]2[CH:32]=[CH:31][CH:30]=[CH:29][C:27]=2[N:28]=[C:24]1[NH:23][C:12](=[O:14])[C@H:11]([C:8]1[CH:9]=[CH:10][C:5]([S:2]([CH3:1])(=[O:3])=[O:4])=[CH:6][CH:7]=1)[CH2:15][C:16]1[CH:21]=[CH:20][CH:19]=[CH:18][C:17]=1[CH3:22]. The yield is 0.230. (9) The reactants are C[O:2][C:3](=[O:36])[C@H:4]([CH2:17][C:18]1[CH:23]=[CH:22][C:21]([NH:24][C:25]([C:27]2[CH:32]=[C:31]([C:33]#[N:34])[CH:30]=[CH:29][C:28]=2[Cl:35])=[O:26])=[CH:20][CH:19]=1)[NH:5][C:6]([C:8]1([CH2:13][CH2:14][O:15][CH3:16])[CH2:12][CH2:11][CH2:10][CH2:9]1)=[O:7].[I-].[Li+].N1C=CC=CC=1. The catalyst is O. The product is [Cl:35][C:28]1[CH:29]=[CH:30][C:31]([C:33]#[N:34])=[CH:32][C:27]=1[C:25]([NH:24][C:21]1[CH:22]=[CH:23][C:18]([CH2:17][C@@H:4]([C:3]([OH:36])=[O:2])[NH:5][C:6]([C:8]2([CH2:13][CH2:14][O:15][CH3:16])[CH2:12][CH2:11][CH2:10][CH2:9]2)=[O:7])=[CH:19][CH:20]=1)=[O:26]. The yield is 0.400.